From a dataset of Forward reaction prediction with 1.9M reactions from USPTO patents (1976-2016). Predict the product of the given reaction. (1) Given the reactants CS(C)=O.Br[C:6]1[CH:11]=[CH:10][C:9]([O:12][CH2:13][O:14][CH3:15])=[C:8]([F:16])[CH:7]=1.[B:17]1([B:17]2[O:21][C:20]([CH3:23])([CH3:22])[C:19]([CH3:25])([CH3:24])[O:18]2)[O:21][C:20]([CH3:23])([CH3:22])[C:19]([CH3:25])([CH3:24])[O:18]1.C([O-])(=O)C.[K+], predict the reaction product. The product is: [F:16][C:8]1[CH:7]=[C:6]([B:17]2[O:21][C:20]([CH3:23])([CH3:22])[C:19]([CH3:25])([CH3:24])[O:18]2)[CH:11]=[CH:10][C:9]=1[O:12][CH2:13][O:14][CH3:15]. (2) Given the reactants FC(F)(F)S(O[C:7]1[CH:12]=[CH:11][CH:10]=[C:9]([N:13]2[CH2:18][CH2:17][O:16][CH2:15][CH2:14]2)[CH:8]=1)(=O)=O.B1(B2OC(C)(C)C(C)(C)O2)OC(C)(C)C(C)(C)O1.C([O-])(=O)C.[K+].[ClH:44].[N:45]12[CH2:52][CH2:51][CH:48]([CH2:49][CH2:50]1)[C@@H:47]([NH:53][C:54]([C:56]1[S:57][C:58]3[C:64](Br)=[CH:63][CH:62]=[CH:61][C:59]=3[CH:60]=1)=[O:55])[CH2:46]2.C(=O)([O-])[O-].[Na+].[Na+], predict the reaction product. The product is: [ClH:44].[N:45]12[CH2:50][CH2:49][CH:48]([CH2:51][CH2:52]1)[C@@H:47]([NH:53][C:54]([C:56]1[S:57][C:58]3[C:64]([C:7]4[CH:12]=[CH:11][CH:10]=[C:9]([N:13]5[CH2:14][CH2:15][O:16][CH2:17][CH2:18]5)[CH:8]=4)=[CH:63][CH:62]=[CH:61][C:59]=3[CH:60]=1)=[O:55])[CH2:46]2. (3) The product is: [CH2:1]([C:8]1[C:17]2[C:12](=[CH:13][CH:14]=[CH:15][CH:16]=2)[CH:11]=[CH:10][C:9]=1[C:18]([OH:20])=[O:19])[CH2:2][CH2:3][CH3:4]. Given the reactants [CH2:1]([Mg]Br)[CH2:2][CH2:3][CH3:4].F[C:8]1[C:17]2[C:12](=[CH:13][CH:14]=[CH:15][CH:16]=2)[CH:11]=[CH:10][C:9]=1[C:18]([OH:20])=[O:19].O.Cl, predict the reaction product.